From a dataset of Forward reaction prediction with 1.9M reactions from USPTO patents (1976-2016). Predict the product of the given reaction. (1) Given the reactants Cl.Cl.[NH2:3][C@@H:4]([CH:31]1[CH2:36][CH2:35][C:34]([F:38])([F:37])[CH2:33][CH2:32]1)[C:5]([N:7]1[C@H:12]([C:13]([NH:15][C@H:16]2[C:25]3[C:20](=[CH:21][CH:22]=[CH:23][CH:24]=3)[O:19][CH2:18][CH2:17]2)=[O:14])[CH2:11][N:10]2[CH2:26][C:27]([F:30])([F:29])[CH2:28][C@@H:9]2[CH2:8]1)=[O:6].[C:39]([O:43][C:44]([N:46]([CH3:52])[C@H:47]([C:49](O)=[O:50])[CH3:48])=[O:45])([CH3:42])([CH3:41])[CH3:40].Cl.C(N=C=NCCCN(C)C)C.ON1C2C=CC=CC=2N=N1.C(N(CC)C(C)C)(C)C, predict the reaction product. The product is: [C:39]([O:43][C:44](=[O:45])[N:46]([C@@H:47]([CH3:48])[C:49]([NH:3][C@@H:4]([CH:31]1[CH2:36][CH2:35][C:34]([F:37])([F:38])[CH2:33][CH2:32]1)[C:5]([N:7]1[C@H:12]([C:13](=[O:14])[NH:15][C@H:16]2[C:25]3[C:20](=[CH:21][CH:22]=[CH:23][CH:24]=3)[O:19][CH2:18][CH2:17]2)[CH2:11][N:10]2[CH2:26][C:27]([F:29])([F:30])[CH2:28][C@@H:9]2[CH2:8]1)=[O:6])=[O:50])[CH3:52])([CH3:42])([CH3:40])[CH3:41]. (2) The product is: [Br:24][C:3]1[N:4]2[CH2:9][CH2:8][N:7]([C:10]([O:12][C:13]([CH3:16])([CH3:15])[CH3:14])=[O:11])[CH2:6][C:5]2=[N:1][CH:2]=1. Given the reactants [N:1]1[CH:2]=[CH:3][N:4]2[CH2:9][CH2:8][N:7]([C:10]([O:12][C:13]([CH3:16])([CH3:15])[CH3:14])=[O:11])[CH2:6][C:5]=12.C1C(=O)N([Br:24])C(=O)C1, predict the reaction product. (3) Given the reactants [C:1]1([N:7]2[C:11]3[CH:12]=[C:13]([O:16][CH2:17][CH2:18][C:19]([OH:21])=[O:20])[CH:14]=[CH:15][C:10]=3[N:9]=[C:8]2[C:22]2[CH:27]=[CH:26][CH:25]=[CH:24][CH:23]=2)[CH:6]=[CH:5][CH:4]=[CH:3][CH:2]=1.[C:28](=O)([O-])[O-].[Cs+].[Cs+].CI, predict the reaction product. The product is: [CH3:28][O:20][C:19](=[O:21])[CH2:18][CH2:17][O:16][C:13]1[CH:14]=[CH:15][C:10]2[N:9]=[C:8]([C:22]3[CH:23]=[CH:24][CH:25]=[CH:26][CH:27]=3)[N:7]([C:1]3[CH:2]=[CH:3][CH:4]=[CH:5][CH:6]=3)[C:11]=2[CH:12]=1. (4) Given the reactants [CH3:1][NH2:2].CO.[I:5][C:6]1[CH:11]=[CH:10][C:9]([C:12]([NH:14][CH:15]([C:21]([O:23]CC)=O)[C:16]([O:18][CH2:19]C)=[O:17])=[O:13])=[CH:8][CH:7]=1, predict the reaction product. The product is: [I:5][C:6]1[CH:11]=[CH:10][C:9]([C:12](=[O:13])[NH:14][CH:15]([C:21]([NH:2][CH3:1])=[O:23])[C:16]([O:18][CH3:19])=[O:17])=[CH:8][CH:7]=1. (5) Given the reactants C1(P(C2C=CC=CC=2)C2C=CC=CC=2)C=CC=CC=1.Br[C:21]1[CH:22]=[C:23]([CH:28]=[C:29]([O:31][C:32]2[CH:33]=[N:34][CH:35]=[N:36][CH:37]=2)[CH:30]=1)[C:24]([O:26][CH3:27])=[O:25].[CH3:38][N:39](C=O)C, predict the reaction product. The product is: [C:38]([C:21]1[CH:22]=[C:23]([CH:28]=[C:29]([O:31][C:32]2[CH:33]=[N:34][CH:35]=[N:36][CH:37]=2)[CH:30]=1)[C:24]([O:26][CH3:27])=[O:25])#[N:39]. (6) Given the reactants CCOCC.[H-].[Al+3].[Li+].[H-].[H-].[H-].[CH3:12][C:13]1[O:17][C:16]([C:18]2[CH:23]=[CH:22][CH:21]=[CH:20][CH:19]=2)=[N:15][C:14]=1[CH2:24][CH2:25][CH2:26][CH2:27][C:28](OC)=[O:29].[OH-].[Na+], predict the reaction product. The product is: [CH3:12][C:13]1[O:17][C:16]([C:18]2[CH:23]=[CH:22][CH:21]=[CH:20][CH:19]=2)=[N:15][C:14]=1[CH2:24][CH2:25][CH2:26][CH2:27][CH2:28][OH:29].